This data is from Full USPTO retrosynthesis dataset with 1.9M reactions from patents (1976-2016). The task is: Predict the reactants needed to synthesize the given product. (1) Given the product [CH2:1]([CH:3]([C:6]1[S:10][C:9]([NH:11][C:12](=[O:18])[C@@H:13]([NH:17][CH:21]([CH2:22][CH3:23])[CH2:20][CH3:19])[CH2:14][CH2:15][CH3:16])=[N:8][CH:7]=1)[CH2:4][CH3:5])[CH3:2], predict the reactants needed to synthesize it. The reactants are: [CH2:1]([CH:3]([C:6]1[S:10][C:9]([NH:11][C:12](=[O:18])[C@@H:13]([NH2:17])[CH2:14][CH2:15][CH3:16])=[N:8][CH:7]=1)[CH2:4][CH3:5])[CH3:2].[CH3:19][CH2:20][C:21](=O)[CH2:22][CH3:23].C(O[BH-](OC(=O)C)OC(=O)C)(=O)C.[Na+]. (2) Given the product [F:11][CH:12]([F:15])[CH2:13][O:14][C:2]1[N:7]=[CH:6][C:5]([C:8](=[O:10])[CH3:9])=[CH:4][CH:3]=1, predict the reactants needed to synthesize it. The reactants are: Cl[C:2]1[N:7]=[CH:6][C:5]([C:8](=[O:10])[CH3:9])=[CH:4][CH:3]=1.[F:11][CH:12]([F:15])[CH2:13][OH:14]. (3) The reactants are: [NH:1]1[CH2:4][CH:3]([O:5][C:6]2[CH:11]=[CH:10][C:9]([S:12][C:13]3[C:14]([C:26]([NH:28][C:29]4[S:33][N:32]=[C:31]([CH3:34])[N:30]=4)=[O:27])=[N:15][C:16]([S:19][C:20]4[N:24]([CH3:25])[CH:23]=[N:22][N:21]=4)=[CH:17][CH:18]=3)=[CH:8][CH:7]=2)[CH2:2]1.[CH3:35][C:36]([CH3:38])=O. Given the product [CH:36]([N:1]1[CH2:2][CH:3]([O:5][C:6]2[CH:11]=[CH:10][C:9]([S:12][C:13]3[C:14]([C:26]([NH:28][C:29]4[S:33][N:32]=[C:31]([CH3:34])[N:30]=4)=[O:27])=[N:15][C:16]([S:19][C:20]4[N:24]([CH3:25])[CH:23]=[N:22][N:21]=4)=[CH:17][CH:18]=3)=[CH:8][CH:7]=2)[CH2:4]1)([CH3:38])[CH3:35], predict the reactants needed to synthesize it. (4) Given the product [Cl:23][C:20]1[CH:21]=[CH:22][C:17]([N:12]2[C:13]3[C:9](=[CH:8][C:7]([O:6][CH2:5][CH2:4][CH2:3][CH2:2][N:25]([CH3:24])[CH2:26][CH2:27][OH:28])=[C:15]([F:16])[CH:14]=3)[CH:10]=[CH:11]2)=[CH:18][CH:19]=1, predict the reactants needed to synthesize it. The reactants are: Br[CH2:2][CH2:3][CH2:4][CH2:5][O:6][C:7]1[CH:8]=[C:9]2[C:13](=[CH:14][C:15]=1[F:16])[N:12]([C:17]1[CH:22]=[CH:21][C:20]([Cl:23])=[CH:19][CH:18]=1)[CH:11]=[CH:10]2.[CH3:24][NH:25][CH2:26][CH2:27][OH:28]. (5) Given the product [CH3:1][O:2][C:3](=[O:8])[CH2:4][C:5]1[O:6][CH:10]=[C:11]([C:13]2[CH:18]=[CH:17][C:16]([C:19]([F:20])([F:21])[F:22])=[CH:15][CH:14]=2)[N:7]=1, predict the reactants needed to synthesize it. The reactants are: [CH3:1][O:2][C:3](=[O:8])[CH2:4][C:5]([NH2:7])=[O:6].Br[CH2:10][C:11]([C:13]1[CH:18]=[CH:17][C:16]([C:19]([F:22])([F:21])[F:20])=[CH:15][CH:14]=1)=O. (6) Given the product [Br:1][C:2]1[C:10]([N+:11]([O-:13])=[O:12])=[CH:9][C:8]([F:14])=[CH:7][C:3]=1[C:4]([O:6][CH3:19])=[O:5], predict the reactants needed to synthesize it. The reactants are: [Br:1][C:2]1[C:10]([N+:11]([O-:13])=[O:12])=[CH:9][C:8]([F:14])=[CH:7][C:3]=1[C:4]([OH:6])=[O:5].S(Cl)(Cl)=O.[CH3:19]N(C)C=O. (7) Given the product [CH:2]1([CH:8]([C:7]2[CH:10]=[CH:11][CH:12]=[CH:13][C:6]=2[CH3:5])[NH2:9])[CH2:4][CH2:3]1, predict the reactants needed to synthesize it. The reactants are: Br[CH:2]1[CH2:4][CH2:3]1.[CH3:5][C:6]1[CH:13]=[CH:12][CH:11]=[CH:10][C:7]=1[C:8]#[N:9].[BH4-].[Na+]. (8) Given the product [C:8]([OH:16])(=[O:15])[C:9]1[CH:14]=[CH:13][CH:12]=[CH:11][CH:10]=1.[C:1]([OH:6])(=[O:7])[CH2:2][CH2:3][C:4]([OH:15])=[O:5], predict the reactants needed to synthesize it. The reactants are: [C:1]1(=[O:7])[O:6][C:4](=[O:5])[CH2:3][CH2:2]1.[C:8]([OH:16])(=[O:15])[C:9]1[CH:14]=[CH:13][CH:12]=[CH:11][CH:10]=1. (9) Given the product [Cl:1][C:2]1[CH:3]=[N:4][C:5]2[N:6]([N:8]=[C:9]([C:11]([N:26]3[CH2:25][CH2:24][N:23]4[C:19]([C:16]5[CH:17]=[CH:18][O:14][CH:15]=5)=[N:20][N:21]=[C:22]4[CH2:27]3)=[O:13])[CH:10]=2)[CH:7]=1, predict the reactants needed to synthesize it. The reactants are: [Cl:1][C:2]1[CH:3]=[N:4][C:5]2[N:6]([N:8]=[C:9]([C:11]([OH:13])=O)[CH:10]=2)[CH:7]=1.[O:14]1[CH:18]=[CH:17][C:16]([C:19]2[N:23]3[CH2:24][CH2:25][NH:26][CH2:27][C:22]3=[N:21][N:20]=2)=[CH:15]1.